Dataset: Catalyst prediction with 721,799 reactions and 888 catalyst types from USPTO. Task: Predict which catalyst facilitates the given reaction. (1) Reactant: [Br-:1].[K+].BrBr.[F:5][C:6]1[CH:13]=[CH:12][C:9]([CH:10]=[O:11])=[CH:8][C:7]=1[O:14][CH3:15]. Product: [Br:1][C:12]1[CH:13]=[C:6]([F:5])[C:7]([O:14][CH3:15])=[CH:8][C:9]=1[CH:10]=[O:11]. The catalyst class is: 6. (2) Reactant: [F:1][C:2]1[CH:7]=[CH:6][C:5]([N:8]2[C:16]3[C:11](=[CH:12][C:13]([O:17][C@H:18]([C:22]4[CH:27]=[CH:26][C:25]([S:28][CH3:29])=[C:24]([O:30][CH3:31])[CH:23]=4)[C@@H:19]([NH2:21])[CH3:20])=[CH:14][CH:15]=3)[CH:10]=[N:9]2)=[CH:4][CH:3]=1.C(N(C(C)C)C(C)C)C.[F:41][C:42]([F:53])([F:52])[C:43](O[C:43](=[O:44])[C:42]([F:53])([F:52])[F:41])=[O:44]. Product: [F:41][C:42]([F:53])([F:52])[C:43]([NH:21][C@@H:19]([CH3:20])[C@H:18]([O:17][C:13]1[CH:12]=[C:11]2[C:16](=[CH:15][CH:14]=1)[N:8]([C:5]1[CH:6]=[CH:7][C:2]([F:1])=[CH:3][CH:4]=1)[N:9]=[CH:10]2)[C:22]1[CH:27]=[CH:26][C:25]([S:28][CH3:29])=[C:24]([O:30][CH3:31])[CH:23]=1)=[O:44]. The catalyst class is: 1. (3) Product: [CH3:9][C:3]1([CH2:2][N:10]2[CH2:14][CH2:13][CH2:12][CH2:11]2)[CH2:7][O:6][C:5](=[O:8])[NH:4]1. The catalyst class is: 76. Reactant: Cl[CH2:2][C:3]1([CH3:9])[CH2:7][O:6][C:5](=[O:8])[NH:4]1.[NH:10]1[CH2:14][CH2:13][CH2:12][CH2:11]1.[I-].[Na+].CO. (4) Reactant: [CH3:1][O:2][C:3]1[CH:4]=[C:5]2[CH2:14][CH:13]([CH2:15][CH:16]3[CH2:21][CH2:20][N:19]([CH2:22][C:23]4[CH:24]=[CH:25][CH:26]=[CH:27][CH:28]=4)[CH2:18][CH2:17]3)[C:11](=[O:12])[C:6]2=[CH:7][C:8]=1[O:9][CH3:10].[C:29]1([S:35]([OH:38])(=[O:37])=[O:36])[CH:34]=[CH:33][CH:32]=[CH:31][CH:30]=1.C. Product: [CH3:1][O:2][C:3]1[CH:4]=[C:5]2[CH2:14][CH:13]([CH2:15][CH:16]3[CH2:17][CH2:18][N:19]([CH2:22][C:23]4[CH:28]=[CH:27][CH:26]=[CH:25][CH:24]=4)[CH2:20][CH2:21]3)[C:11](=[O:12])[C:6]2=[CH:7][C:8]=1[O:9][CH3:10].[C:29]1([S:35]([O-:38])(=[O:37])=[O:36])[CH:34]=[CH:33][CH:32]=[CH:31][CH:30]=1. The catalyst class is: 41. (5) Reactant: C([O:3][C:4](=[O:34])[CH2:5][C:6]1[N:14]2[C:9]([CH:10]=[C:11]([C:15]#[N:16])[CH:12]=[CH:13]2)=[C:8]([CH2:17][C:18]2[CH:23]=[CH:22][C:21]([S:24]([N:27]3[CH2:32][CH2:31][O:30][CH2:29][CH2:28]3)(=[O:26])=[O:25])=[CH:20][CH:19]=2)[C:7]=1[CH3:33])C.[OH-].[Li+].Cl. Product: [C:15]([C:11]1[CH:12]=[CH:13][N:14]2[C:9]([CH:10]=1)=[C:8]([CH2:17][C:18]1[CH:23]=[CH:22][C:21]([S:24]([N:27]3[CH2:32][CH2:31][O:30][CH2:29][CH2:28]3)(=[O:26])=[O:25])=[CH:20][CH:19]=1)[C:7]([CH3:33])=[C:6]2[CH2:5][C:4]([OH:34])=[O:3])#[N:16]. The catalyst class is: 30. (6) Reactant: [OH:1][C@H:2]([CH2:8][C:9]1[CH:14]=[CH:13][CH:12]=[CH:11][C:10]=1[OH:15])[C:3]([O:5][CH2:6][CH3:7])=[O:4].C(=O)([O-])[O-].[K+].[K+].FC(F)(F)S(O[CH2:28][C:29]([F:32])([F:31])[F:30])(=O)=O. Product: [OH:1][C@H:2]([CH2:8][C:9]1[CH:14]=[CH:13][CH:12]=[CH:11][C:10]=1[O:15][CH2:28][C:29]([F:32])([F:31])[F:30])[C:3]([O:5][CH2:6][CH3:7])=[O:4]. The catalyst class is: 3. (7) Reactant: [F:1][C:2]1[CH:7]=[CH:6][C:5]([C:8](=O)[CH2:9][C:10](=O)[CH2:11][CH2:12][CH2:13][OH:14])=[CH:4][CH:3]=1.O.[NH2:18][NH2:19].[Cl-].[NH4+]. Product: [F:1][C:2]1[CH:7]=[CH:6][C:5]([C:8]2[CH:9]=[C:10]([CH2:11][CH2:12][CH2:13][OH:14])[NH:19][N:18]=2)=[CH:4][CH:3]=1. The catalyst class is: 8.